This data is from Full USPTO retrosynthesis dataset with 1.9M reactions from patents (1976-2016). The task is: Predict the reactants needed to synthesize the given product. (1) Given the product [CH2:1]([O:8][C:9]1[CH:14]=[CH:13][C:12]([NH:15][C:16]2[C:25]3[C:20](=[CH:21][CH:22]=[C:23]([C:35]4[O:36][CH2:32][CH2:33][CH:34]=4)[CH:24]=3)[N:19]=[CH:18][N:17]=2)=[CH:11][CH:10]=1)[C:2]1[CH:7]=[CH:6][CH:5]=[CH:4][CH:3]=1, predict the reactants needed to synthesize it. The reactants are: [CH2:1]([O:8][C:9]1[CH:14]=[CH:13][C:12]([NH:15][C:16]2[C:25]3[C:20](=[CH:21][CH:22]=[C:23](Br)[CH:24]=3)[N:19]=[CH:18][N:17]=2)=[CH:11][CH:10]=1)[C:2]1[CH:7]=[CH:6][CH:5]=[CH:4][CH:3]=1.C([Sn](CCCC)(CCCC)[C:32]1[O:36][CH2:35][CH2:34][CH:33]=1)CCC. (2) The reactants are: [Br:1][C:2]1[CH:7]=[CH:6][C:5]([C:8]([C:12]2[CH:17]=[CH:16][C:15]([Br:18])=[CH:14][CH:13]=2)=[CH:9][CH2:10]Cl)=[CH:4][CH:3]=1.[OH:19][C:20]1[CH:31]=[CH:30][C:23]([O:24][CH2:25][C:26]([O:28][CH3:29])=[O:27])=[C:22]([CH3:32])[CH:21]=1.C(#N)C.C(=O)([O-])[O-].[Cs+].[Cs+]. Given the product [Br:1][C:2]1[CH:7]=[CH:6][C:5]([C:8]([C:12]2[CH:17]=[CH:16][C:15]([Br:18])=[CH:14][CH:13]=2)=[CH:9][CH2:10][O:19][C:20]2[CH:31]=[CH:30][C:23]([O:24][CH2:25][C:26]([O:28][CH3:29])=[O:27])=[C:22]([CH3:32])[CH:21]=2)=[CH:4][CH:3]=1, predict the reactants needed to synthesize it. (3) Given the product [CH3:11][C:10]1([CH3:12])[S:9][CH2:8][CH2:7][N:6]([S:13]([C:16]2[CH:17]=[CH:18][C:19]([O:22][CH2:34][C:33]#[C:32][CH2:31][CH2:30][O:29][CH:24]3[CH2:25][CH2:26][CH2:27][CH2:28][O:23]3)=[CH:20][CH:21]=2)(=[O:15])=[O:14])[CH:5]1[C:3]([O:2][CH3:1])=[O:4], predict the reactants needed to synthesize it. The reactants are: [CH3:1][O:2][C:3]([CH:5]1[C:10]([CH3:12])([CH3:11])[S:9][CH2:8][CH2:7][N:6]1[S:13]([C:16]1[CH:21]=[CH:20][C:19]([OH:22])=[CH:18][CH:17]=1)(=[O:15])=[O:14])=[O:4].[O:23]1[CH2:28][CH2:27][CH2:26][CH2:25][CH:24]1[O:29][CH2:30][CH2:31][C:32]#[C:33][CH2:34]O.C1(P(C2C=CC=CC=2)C2C=CC=CC=2)C=CC=CC=1.N(C(OCC)=O)=NC(OCC)=O. (4) Given the product [CH2:27]([O:18][C@@H:17]1[C@H:19]([OH:20])[C@@H:21]([CH3:23])[O:22][C@H:16]1[N:13]1[CH:12]=[N:11][C:10]2[C:14]1=[N:15][C:7]([O:6][CH:1]1[CH2:2][CH2:3][CH2:4][CH2:5]1)=[N:8][C:9]=2[NH2:24])[C:28]1[CH:33]=[CH:32][CH:31]=[CH:30][CH:29]=1, predict the reactants needed to synthesize it. The reactants are: [CH:1]1([O:6][C:7]2[N:15]=[C:14]3[C:10]([N:11]=[CH:12][N:13]3[C@@H:16]3[O:22][C@H:21]([CH3:23])[C@@H:19]([OH:20])[C@H:17]3[OH:18])=[C:9]([NH2:24])[N:8]=2)[CH2:5][CH2:4][CH2:3][CH2:2]1.CO[CH:27](OC)[C:28]1[CH:33]=[CH:32][CH:31]=[CH:30][CH:29]=1.P(Cl)(Cl)(Cl)=O. (5) Given the product [NH:3]1[C:4]2[CH:9]=[CH:8][CH:7]=[CH:6][C:5]=2[N:1]=[C:2]1[C:10]1[C:18]2[C:13](=[CH:14][C:15]([C:19]([NH:22][C:23]3[CH:28]=[CH:27][C:26]([OH:29])=[CH:25][CH:24]=3)=[O:21])=[CH:16][CH:17]=2)[NH:12][N:11]=1, predict the reactants needed to synthesize it. The reactants are: [NH:1]1[C:5]2[CH:6]=[CH:7][CH:8]=[CH:9][C:4]=2[N:3]=[C:2]1[C:10]1[C:18]2[C:13](=[CH:14][C:15]([C:19]([OH:21])=O)=[CH:16][CH:17]=2)[NH:12][N:11]=1.[NH2:22][C:23]1[CH:28]=[CH:27][C:26]([OH:29])=[CH:25][CH:24]=1.CN(C(ON1N=NC2C=CC=NC1=2)=[N+](C)C)C.F[P-](F)(F)(F)(F)F.